Dataset: Forward reaction prediction with 1.9M reactions from USPTO patents (1976-2016). Task: Predict the product of the given reaction. (1) The product is: [C:1]([O:5][C:6]([C:8]1[C:9]([C:14]2[CH:19]=[CH:18][C:17]([CH2:20][N:21]3[C:25]([CH:26]=[O:27])=[C:24]([CH:33]4[CH2:35][CH2:34]4)[N:23]=[C:22]3[O:29][CH2:30][CH3:31])=[C:16]([F:32])[CH:15]=2)=[CH:10][CH:11]=[CH:12][CH:13]=1)=[O:7])([CH3:4])([CH3:3])[CH3:2]. Given the reactants [C:1]([O:5][C:6]([C:8]1[C:9]([C:14]2[CH:19]=[CH:18][C:17]([CH2:20][N:21]3[C:25]([CH:26]=[O:27])=[C:24](Br)[N:23]=[C:22]3[O:29][CH2:30][CH3:31])=[C:16]([F:32])[CH:15]=2)=[CH:10][CH:11]=[CH:12][CH:13]=1)=[O:7])([CH3:4])([CH3:3])[CH3:2].[CH:33]1(B(O)O)[CH2:35][CH2:34]1.C1(C)C=CC=CC=1.P([O-])([O-])([O-])=O.[K+].[K+].[K+].C(=O)([O-])[O-].[K+].[K+], predict the reaction product. (2) Given the reactants [C:1]([Si:5]([C:42]1[CH:47]=[CH:46][CH:45]=[CH:44][CH:43]=1)([C:36]1[CH:41]=[CH:40][CH:39]=[CH:38][CH:37]=1)[O:6][CH2:7][C:8]([F:35])([F:34])[CH2:9][N:10]1[CH:22]([CH3:23])[CH2:21][C:20]2[C:19]3[C:14](=[CH:15][CH:16]=[C:17]([F:24])[CH:18]=3)[NH:13][C:12]=2[CH:11]1[C:25]1[C:30]([F:31])=[CH:29][C:28](I)=[CH:27][C:26]=1[F:33])([CH3:4])([CH3:3])[CH3:2].CC1(C)C2C(=C(P(C3C=CC=CC=3)C3C=CC=CC=3)C=CC=2)OC2C(P(C3C=CC=CC=3)C3C=CC=CC=3)=CC=CC1=2.C([O-])([O-])=O.[Cs+].[Cs+].[NH2:96][CH:97]1[CH2:100][N:99]([C:101]([O:103][C:104]([CH3:107])([CH3:106])[CH3:105])=[O:102])[CH2:98]1, predict the reaction product. The product is: [C:104]([O:103][C:101]([N:99]1[CH2:100][CH:97]([NH:96][C:28]2[CH:27]=[C:26]([F:33])[C:25]([CH:11]3[C:12]4[NH:13][C:14]5[C:19](=[CH:18][C:17]([F:24])=[CH:16][CH:15]=5)[C:20]=4[CH2:21][CH:22]([CH3:23])[N:10]3[CH2:9][C:8]([F:35])([F:34])[CH2:7][O:6][Si:5]([C:1]([CH3:2])([CH3:3])[CH3:4])([C:36]3[CH:41]=[CH:40][CH:39]=[CH:38][CH:37]=3)[C:42]3[CH:43]=[CH:44][CH:45]=[CH:46][CH:47]=3)=[C:30]([F:31])[CH:29]=2)[CH2:98]1)=[O:102])([CH3:107])([CH3:105])[CH3:106]. (3) Given the reactants [F:1][C:2]1[CH:7]=[CH:6][C:5]([C:8]2[O:12][N:11]=[C:10]([CH2:13][CH2:14][NH:15][CH2:16][CH3:17])[N:9]=2)=[CH:4][CH:3]=1.[CH3:18][C:19]1[CH:20]=[CH:21][C:22]([N:28]2[N:32]=[CH:31][CH:30]=[N:29]2)=[C:23]([CH:27]=1)[C:24](O)=[O:25], predict the reaction product. The product is: [CH2:16]([N:15]([CH2:14][CH2:13][C:10]1[N:9]=[C:8]([C:5]2[CH:4]=[CH:3][C:2]([F:1])=[CH:7][CH:6]=2)[O:12][N:11]=1)[C:24](=[O:25])[C:23]1[CH:27]=[C:19]([CH3:18])[CH:20]=[CH:21][C:22]=1[N:28]1[N:32]=[CH:31][CH:30]=[N:29]1)[CH3:17]. (4) Given the reactants [CH:1]1([C:7]2[C:8]3[S:29][C:28]([C:30]([O:32][CH3:33])=[O:31])=[CH:27][C:9]=3[N:10]3[C:16]=2[C:15]2[CH:17]=[CH:18][CH:19]=[CH:20][C:14]=2[N:13]([CH2:21][CH2:22][N:23]([CH3:25])[CH3:24])[C:12](=O)[CH2:11]3)[CH2:6][CH2:5][CH2:4][CH2:3][CH2:2]1.B.CSC.Cl, predict the reaction product. The product is: [CH:1]1([C:7]2[C:8]3[S:29][C:28]([C:30]([O:32][CH3:33])=[O:31])=[CH:27][C:9]=3[N:10]3[C:16]=2[C:15]2[CH:17]=[CH:18][CH:19]=[CH:20][C:14]=2[N:13]([CH2:21][CH2:22][N:23]([CH3:25])[CH3:24])[CH2:12][CH2:11]3)[CH2:6][CH2:5][CH2:4][CH2:3][CH2:2]1.